Dataset: Forward reaction prediction with 1.9M reactions from USPTO patents (1976-2016). Task: Predict the product of the given reaction. Given the reactants [SH:1][C:2]1[CH:3]=[C:4]([CH:8]=[CH:9][CH:10]=1)[C:5]([OH:7])=[O:6].S(=O)(=O)(O)O.[CH3:16]O, predict the reaction product. The product is: [SH:1][C:2]1[CH:3]=[C:4]([CH:8]=[CH:9][CH:10]=1)[C:5]([O:7][CH3:16])=[O:6].